From a dataset of Full USPTO retrosynthesis dataset with 1.9M reactions from patents (1976-2016). Predict the reactants needed to synthesize the given product. (1) The reactants are: Cl[CH2:2][C:3]([N:5]1[C:14]2[C:9](=[CH:10][CH:11]=[CH:12][CH:13]=2)[CH2:8][CH2:7][CH2:6]1)=[O:4].[Cl:15][C:16]1[C:21]2[N:22]=[C:23]([SH:25])[S:24][C:20]=2[CH:19]=[CH:18][CH:17]=1. Given the product [Cl:15][C:16]1[C:21]2[N:22]=[C:23]([S:25][CH2:2][C:3]([N:5]3[C:14]4[C:9](=[CH:10][CH:11]=[CH:12][CH:13]=4)[CH2:8][CH2:7][CH2:6]3)=[O:4])[S:24][C:20]=2[CH:19]=[CH:18][CH:17]=1, predict the reactants needed to synthesize it. (2) Given the product [C:42]1([CH:35]([C:36]2[CH:37]=[CH:38][CH:39]=[CH:40][CH:41]=2)[NH:34][C:32]([NH:31][C:27]2[CH:28]=[CH:29][CH:30]=[C:25]([CH2:24][CH2:23][NH:22][CH2:21][C@H:20]([OH:48])[C:12]3[CH:11]=[CH:10][C:9]([OH:8])=[C:18]4[C:13]=3[CH:14]=[CH:15][C:16](=[O:19])[NH:17]4)[CH:26]=2)=[O:33])[CH:47]=[CH:46][CH:45]=[CH:44][CH:43]=1, predict the reactants needed to synthesize it. The reactants are: C([O:8][C:9]1[CH:10]=[CH:11][C:12]([C@@H:20]([OH:48])[CH2:21][NH:22][CH2:23][CH2:24][C:25]2[CH:26]=[C:27]([NH:31][C:32]([NH:34][CH:35]([C:42]3[CH:47]=[CH:46][CH:45]=[CH:44][CH:43]=3)[C:36]3[CH:41]=[CH:40][CH:39]=[CH:38][CH:37]=3)=[O:33])[CH:28]=[CH:29][CH:30]=2)=[C:13]2[C:18]=1[NH:17][C:16](=[O:19])[CH:15]=[CH:14]2)C1C=CC=CC=1. (3) Given the product [CH2:27]([O:8][C:9]1[CH:10]=[CH:11][C:2]([Br:1])=[CH:3][C:4]=1[CH:5]([C:13]1[CH:18]=[CH:17][CH:16]=[CH:15][CH:14]=1)[CH2:6][C:7]([O:20][CH3:19])=[O:12])[C:28]1[CH:33]=[CH:32][CH:31]=[CH:30][CH:29]=1, predict the reactants needed to synthesize it. The reactants are: [Br:1][C:2]1[CH:3]=[C:4]2[C:9](=[CH:10][CH:11]=1)[O:8][C:7](=[O:12])[CH2:6][CH:5]2[C:13]1[CH:18]=[CH:17][CH:16]=[CH:15][CH:14]=1.[C:19](=O)([O-])[O-:20].[K+].[K+].[I-].[Na+].[CH2:27](Cl)[C:28]1[CH:33]=[CH:32][CH:31]=[CH:30][CH:29]=1. (4) The reactants are: [CH3:1][O:2][CH2:3][CH:4]1[CH2:10][CH:9]2[NH:11][CH:6]([CH2:7][CH2:8]2)[CH2:5]1.C(N(CC)CC)C.[Cl:19][C:20]1[N:21]=[C:22](Cl)[C:23]2[C:28]([C:29]3[CH:34]=[CH:33][CH:32]=[CH:31][CH:30]=3)=[C:27]([C:35]([O:37][CH3:38])=[O:36])[S:26][C:24]=2[N:25]=1. Given the product [CH3:38][O:37][C:35]([C:27]1[S:26][C:24]2[N:25]=[C:20]([Cl:19])[N:21]=[C:22]([N:11]3[CH:6]4[CH2:7][CH2:8][CH:9]3[CH2:10][CH:4]([CH2:3][O:2][CH3:1])[CH2:5]4)[C:23]=2[C:28]=1[C:29]1[CH:34]=[CH:33][CH:32]=[CH:31][CH:30]=1)=[O:36], predict the reactants needed to synthesize it. (5) Given the product [NH2:52][C:48]1[N:47]=[C:46]([C:45]2[S:44][C:43]([C:53]([CH3:54])([CH3:56])[CH3:55])=[N:42][C:41]=2[C:37]2[C:36]([F:57])=[C:35]([NH:34][S:65]([C:61]3[CH:62]=[CH:63][CH:64]=[C:59]([F:58])[CH:60]=3)(=[O:67])=[O:66])[CH:40]=[CH:39][CH:38]=2)[CH:51]=[CH:50][N:49]=1, predict the reactants needed to synthesize it. The reactants are: ClC1N=C(C2SC(C(C)C)=NC=2C2C=C(NS(C3C(F)=CC=CC=3F)(=O)=O)C=CC=2)C=CN=1.[NH2:34][C:35]1[C:36]([F:57])=[C:37]([C:41]2[N:42]=[C:43]([C:53]([CH3:56])([CH3:55])[CH3:54])[S:44][C:45]=2[C:46]2[CH:51]=[CH:50][N:49]=[C:48]([NH2:52])[N:47]=2)[CH:38]=[CH:39][CH:40]=1.[F:58][C:59]1[CH:60]=[C:61]([S:65](Cl)(=[O:67])=[O:66])[CH:62]=[CH:63][CH:64]=1. (6) Given the product [CH2:13]([C:9]1([CH3:12])[C:8]2[CH:20]=[CH:21][C:5]([C:3]([OH:4])=[O:2])=[CH:6][C:7]=2[O:11][CH2:10]1)[C:14]1[CH:19]=[CH:18][CH:17]=[CH:16][CH:15]=1, predict the reactants needed to synthesize it. The reactants are: C[O:2][C:3]([C:5]1[CH:21]=[CH:20][C:8]2[C:9]([CH2:13][C:14]3[CH:19]=[CH:18][CH:17]=[CH:16][CH:15]=3)([CH3:12])[CH2:10][O:11][C:7]=2[CH:6]=1)=[O:4].[OH-].[Na+].C(O)C.Cl.